This data is from Forward reaction prediction with 1.9M reactions from USPTO patents (1976-2016). The task is: Predict the product of the given reaction. (1) Given the reactants Cl[C:2]1[N:3]=[C:4]([NH:21][C:22]2[CH:30]=[CH:29][C:28]([F:31])=[CH:27][C:23]=2[C:24](N)=[O:25])[C:5]2[CH:10]=[CH:9][N:8]([S:11]([C:14]3[CH:19]=[CH:18][C:17]([CH3:20])=[CH:16][CH:15]=3)(=[O:13])=[O:12])[C:6]=2[N:7]=1.[CH3:32][CH:33]([N:35]1[CH2:40][CH2:39][N:38]([C:41]2[CH:47]=[CH:46][C:44]([NH2:45])=[C:43]([O:48][CH3:49])[CH:42]=2)[CH2:37][CH2:36]1)[CH3:34].[I-].[K+].Cl.C(=O)(O)[O-].[Na+], predict the reaction product. The product is: [F:31][C:28]1[CH:27]=[C:23]2[C:22](=[CH:30][CH:29]=1)[N:21]=[C:4]1[C:5]3[CH:10]=[CH:9][N:8]([S:11]([C:14]4[CH:19]=[CH:18][C:17]([CH3:20])=[CH:16][CH:15]=4)(=[O:12])=[O:13])[C:6]=3[N:7]=[C:2]([NH:45][C:44]3[CH:46]=[CH:47][C:41]([N:38]4[CH2:39][CH2:40][N:35]([CH:33]([CH3:32])[CH3:34])[CH2:36][CH2:37]4)=[CH:42][C:43]=3[O:48][CH3:49])[N:3]1[C:24]2=[O:25]. (2) Given the reactants [CH2:1]([O:8][C:9](=[O:39])[NH:10][C@@H:11]1[C:14](=[O:15])[N:13]([CH2:16][C:17]2[CH:22]=[CH:21][C:20]([O:23][CH3:24])=[CH:19][C:18]=2[O:25][CH3:26])[C@@H:12]1[CH2:27][N:28]1C(=O)C2C(=CC=CC=2)C1=O)[C:2]1[CH:7]=[CH:6][CH:5]=[CH:4][CH:3]=1.O.NN, predict the reaction product. The product is: [CH2:1]([O:8][C:9](=[O:39])[NH:10][C@@H:11]1[C:14](=[O:15])[N:13]([CH2:16][C:17]2[CH:22]=[CH:21][C:20]([O:23][CH3:24])=[CH:19][C:18]=2[O:25][CH3:26])[C@@H:12]1[CH2:27][NH2:28])[C:2]1[CH:7]=[CH:6][CH:5]=[CH:4][CH:3]=1. (3) Given the reactants [Cl:1][C:2]1[N:7]=[N:6][C:5]([C:8]([O:10]C)=O)=[CH:4][CH:3]=1.[NH3:12], predict the reaction product. The product is: [Cl:1][C:2]1[N:7]=[N:6][C:5]([C:8]([NH2:12])=[O:10])=[CH:4][CH:3]=1. (4) Given the reactants C(OC([N:8]1[CH2:17][CH2:16][C:15]2[C:11](=[C:12](OS(C(F)(F)F)(=O)=O)[N:13]([CH:18]3[CH2:20][CH2:19]3)[N:14]=2)[CH2:10][CH2:9]1)=O)(C)(C)C.[CH3:29][C:30]1[CH:35]=[CH:34][C:33](B(O)O)=[CH:32][CH:31]=1, predict the reaction product. The product is: [CH:18]1([N:13]2[C:12]([C:33]3[CH:34]=[CH:35][C:30]([CH3:29])=[CH:31][CH:32]=3)=[C:11]3[C:15]([CH2:16][CH2:17][NH:8][CH2:9][CH2:10]3)=[N:14]2)[CH2:19][CH2:20]1. (5) Given the reactants [C:1]([C:3]1[CH:4]=[C:5]([NH:12][C:13](=[O:15])[CH3:14])[CH:6]=[C:7]([C:9]([CH3:11])=[CH2:10])[CH:8]=1)#[N:2].[BH4-].[Na+].Cl, predict the reaction product. The product is: [NH2:2][CH2:1][C:3]1[CH:4]=[C:5]([NH:12][C:13](=[O:15])[CH3:14])[CH:6]=[C:7]([CH:9]([CH3:11])[CH3:10])[CH:8]=1. (6) Given the reactants Cl[CH2:2][CH2:3][N:4]([CH2:11][CH3:12])[C:5]1[CH:10]=[CH:9][CH:8]=[CH:7][CH:6]=1.[C:13]([O-:16])([O-])=O.[K+].[K+].[NH2:19][C:20]1[CH:25]=[CH:24][C:23]([OH:26])=[CH:22][CH:21]=1.[CH3:27]N(C=O)C, predict the reaction product. The product is: [CH2:11]([N:4]([C:5]1[CH:10]=[CH:9][CH:8]=[CH:7][CH:6]=1)[CH2:3][CH2:2][O:26][C:23]1[CH:24]=[CH:25][C:20]([NH:19][C:13](=[O:16])[CH3:27])=[CH:21][CH:22]=1)[CH3:12].